This data is from Catalyst prediction with 721,799 reactions and 888 catalyst types from USPTO. The task is: Predict which catalyst facilitates the given reaction. (1) Reactant: B1([O-])OO1.[OH2:5].[OH2:6].O.O.[Na+].[CH3:10][S:11][C:12]1[CH:17]=[CH:16][CH:15]=[C:14]([N+:18]([O-])=O)[C:13]=1[OH:21].Cl.C(=O)(O)[O-].[Na+]. Product: [NH2:18][C:14]1[CH:15]=[CH:16][CH:17]=[C:12]([S:11]([CH3:10])(=[O:6])=[O:5])[C:13]=1[OH:21]. The catalyst class is: 183. (2) Reactant: C(N(CC)CC)C.[C:8]([O:12][C:13]([N:15]1[C@@H:20]([C@@H:21]([OH:33])[C@@H:22]([NH2:32])[CH2:23][C:24]2[CH:29]=[C:28]([F:30])[CH:27]=[C:26]([Cl:31])[CH:25]=2)[CH2:19][O:18][C@@H:17]([O:34][CH2:35][C:36]([CH3:39])([CH3:38])[CH3:37])[CH2:16]1)=[O:14])([CH3:11])([CH3:10])[CH3:9].[C:40](OC(=O)C)(=[O:42])[CH3:41]. Product: [C:8]([O:12][C:13]([N:15]1[C@@H:20]([C@@H:21]([OH:33])[C@@H:22]([NH:32][C:40](=[O:42])[CH3:41])[CH2:23][C:24]2[CH:29]=[C:28]([F:30])[CH:27]=[C:26]([Cl:31])[CH:25]=2)[CH2:19][O:18][C@@H:17]([O:34][CH2:35][C:36]([CH3:39])([CH3:38])[CH3:37])[CH2:16]1)=[O:14])([CH3:10])([CH3:9])[CH3:11]. The catalyst class is: 217. (3) Reactant: [N+:1]([C:4]1[CH:9]=[CH:8][C:7]([Cl:10])=[C:6](CCl)[CH:5]=1)([O-:3])=[O:2].[Cl:13][C:14]1C=CC=CC=1CCl.[N+]([O-])(O)=O. Product: [N+:1]([C:4]1[CH:5]=[CH:6][C:7]([Cl:10])=[CH:8][C:9]=1[CH2:14][Cl:13])([O-:3])=[O:2]. The catalyst class is: 65. (4) Reactant: C([O:3][C:4]([C:6]1[NH:7][C:8]2[C:13]([CH:14]=1)=[CH:12][CH:11]=[C:10]([Cl:15])[CH:9]=2)=O)C.[H-].[Al+3].[Li+].[H-].[H-].[H-]. Product: [Cl:15][C:10]1[CH:9]=[C:8]2[C:13]([CH:14]=[C:6]([CH2:4][OH:3])[NH:7]2)=[CH:12][CH:11]=1. The catalyst class is: 1. (5) Reactant: [Br:1][C:2]1[CH:7]=[CH:6][C:5]([S:8](Cl)(=[O:10])=[O:9])=[C:4]([CH2:12][CH3:13])[CH:3]=1.[CH3:14][O:15][C:16]1[C:25]2[CH2:24][C@@H:23]([N:26]([CH3:28])[CH3:27])[CH2:22][CH2:21][C:20]=2[C:19]([NH2:29])=[CH:18][CH:17]=1.C(N(CC)CC)C. Product: [Br:1][C:2]1[CH:7]=[CH:6][C:5]([S:8]([NH:29][C:19]2[C:20]3[CH2:21][CH2:22][C@H:23]([N:26]([CH3:27])[CH3:28])[CH2:24][C:25]=3[C:16]([O:15][CH3:14])=[CH:17][CH:18]=2)(=[O:10])=[O:9])=[C:4]([CH2:12][CH3:13])[CH:3]=1. The catalyst class is: 60.